Dataset: Full USPTO retrosynthesis dataset with 1.9M reactions from patents (1976-2016). Task: Predict the reactants needed to synthesize the given product. (1) The reactants are: [F:1][C:2]([F:15])([F:14])[O:3][C:4]1[CH:9]=[CH:8][C:7]([S:10](Cl)(=[O:12])=[O:11])=[CH:6][CH:5]=1.Cl.[NH:17]1[CH2:22][CH2:21][CH:20](/[CH:23]=[CH:24]/[C:25]([O:27][CH2:28][CH3:29])=[O:26])[CH2:19][CH2:18]1. Given the product [F:1][C:2]([F:15])([F:14])[O:3][C:4]1[CH:9]=[CH:8][C:7]([S:10]([N:17]2[CH2:22][CH2:21][CH:20](/[CH:23]=[CH:24]/[C:25]([O:27][CH2:28][CH3:29])=[O:26])[CH2:19][CH2:18]2)(=[O:12])=[O:11])=[CH:6][CH:5]=1, predict the reactants needed to synthesize it. (2) Given the product [Si:20]([O:1][C:2]1[CH:6]=[C:5]([C:7]([F:10])([F:8])[F:9])[S:4][C:3]=1[C:11]([O:13][CH3:14])=[O:12])([C:23]([CH3:26])([CH3:25])[CH3:24])([CH3:22])[CH3:21], predict the reactants needed to synthesize it. The reactants are: [OH:1][C:2]1[CH:6]=[C:5]([C:7]([F:10])([F:9])[F:8])[S:4][C:3]=1[C:11]([O:13][CH3:14])=[O:12].N1C=CN=C1.[Si:20](Cl)([C:23]([CH3:26])([CH3:25])[CH3:24])([CH3:22])[CH3:21]. (3) The reactants are: [Cl-].O=[C:3]([C:6]1[CH:11]=[CH:10][C:9]([CH3:12])=[CH:8][CH:7]=1)[CH2:4][NH3+:5].[C:13]([S-:15])#[N:14].[K+].O. Given the product [C:9]1([CH3:12])[CH:10]=[CH:11][C:6]([C:3]2[NH:14][C:13]([SH:15])=[N:5][CH:4]=2)=[CH:7][CH:8]=1, predict the reactants needed to synthesize it.